From a dataset of Catalyst prediction with 721,799 reactions and 888 catalyst types from USPTO. Predict which catalyst facilitates the given reaction. (1) Reactant: [OH-].[Na+].[N+:3]([C:6]1[CH:7]=[C:8]2[O:14]C(=O)[NH:12][C:9]2=[N:10][CH:11]=1)([O-:5])=[O:4]. The catalyst class is: 97. Product: [NH2:12][C:9]1[C:8]([OH:14])=[CH:7][C:6]([N+:3]([O-:5])=[O:4])=[CH:11][N:10]=1. (2) Reactant: [OH:1][CH:2]([C:4]1[CH:9]=[CH:8][C:7]([C:10]#[C:11][C:12]2[CH:37]=[CH:36][C:15]([C:16]([N:18]([CH3:35])[C@:19]([CH3:34])([C:24]([NH:26][O:27]C3CCCCO3)=[O:25])[C:20]([NH:22][CH3:23])=[O:21])=[O:17])=[CH:14][CH:13]=2)=[CH:6][CH:5]=1)[CH3:3].CO.O.C1(C)C=CC(S(O)(=O)=O)=CC=1.C(=O)([O-])O.[Na+]. Product: [OH:27][NH:26][C:24](=[O:25])[C@:19]([N:18]([C:16](=[O:17])[C:15]1[CH:36]=[CH:37][C:12]([C:11]#[C:10][C:7]2[CH:6]=[CH:5][C:4]([CH:2]([OH:1])[CH3:3])=[CH:9][CH:8]=2)=[CH:13][CH:14]=1)[CH3:35])([CH3:34])[C:20]([NH:22][CH3:23])=[O:21]. The catalyst class is: 6.